Dataset: CYP3A4 inhibition data for predicting drug metabolism from PubChem BioAssay. Task: Regression/Classification. Given a drug SMILES string, predict its absorption, distribution, metabolism, or excretion properties. Task type varies by dataset: regression for continuous measurements (e.g., permeability, clearance, half-life) or binary classification for categorical outcomes (e.g., BBB penetration, CYP inhibition). Dataset: cyp3a4_veith. (1) The compound is O=C(CC1CCCC1)Nc1ccc2c(c1)CCC2. The result is 1 (inhibitor). (2) The drug is Cn1cccc1C(=O)N1CCC2(CCCN(Cc3nccs3)C2)CC1. The result is 1 (inhibitor). (3) The drug is CCNCC.O=S(=O)(O)c1cc(O)ccc1O. The result is 0 (non-inhibitor).